Task: Predict the reactants needed to synthesize the given product.. Dataset: Full USPTO retrosynthesis dataset with 1.9M reactions from patents (1976-2016) Given the product [CH2:9]([O:8][C:1](=[O:7])[C:2]([NH:25][C:14]1[CH:15]=[C:16]([N:19]2[CH2:20][CH2:21][O:22][CH2:23][CH2:24]2)[CH:17]=[CH:18][C:13]=1[O:12][CH3:11])=[O:4])[CH3:10], predict the reactants needed to synthesize it. The reactants are: [C:1]([O:8][CH2:9][CH3:10])(=[O:7])[C:2]([O:4]CC)=O.[CH3:11][O:12][C:13]1[CH:18]=[CH:17][C:16]([N:19]2[CH2:24][CH2:23][O:22][CH2:21][CH2:20]2)=[CH:15][C:14]=1[NH2:25].